From a dataset of TCR-epitope binding with 47,182 pairs between 192 epitopes and 23,139 TCRs. Binary Classification. Given a T-cell receptor sequence (or CDR3 region) and an epitope sequence, predict whether binding occurs between them. (1) The epitope is TLVPQEHYV. The TCR CDR3 sequence is CASSQDRGSNYGYTF. Result: 1 (the TCR binds to the epitope). (2) The epitope is NEGVKAAW. The TCR CDR3 sequence is CASSLIGEGTGWHQYF. Result: 0 (the TCR does not bind to the epitope).